Dataset: Catalyst prediction with 721,799 reactions and 888 catalyst types from USPTO. Task: Predict which catalyst facilitates the given reaction. (1) Reactant: [Cl:1][C:2]1[C:3]([C:12]([F:15])([F:14])[F:13])=[N:4][N:5]([CH2:8][C:9]([OH:11])=O)[C:6]=1[CH3:7].CCN(CC)CC.CN(C(ON1N=NC2C=CC=NC1=2)=[N+](C)C)C.F[P-](F)(F)(F)(F)F.[F:47][C:48]1[CH:53]=[CH:52][C:51]([N:54]2[C:62]3[CH2:61][CH2:60][CH:59]([C:63]([O:65][CH3:66])=[O:64])[NH:58][C:57]=3[CH:56]=[N:55]2)=[CH:50][CH:49]=1. Product: [Cl:1][C:2]1[C:3]([C:12]([F:15])([F:14])[F:13])=[N:4][N:5]([CH2:8][C:9]([N:58]2[CH:59]([C:63]([O:65][CH3:66])=[O:64])[CH2:60][CH2:61][C:62]3[N:54]([C:51]4[CH:50]=[CH:49][C:48]([F:47])=[CH:53][CH:52]=4)[N:55]=[CH:56][C:57]2=3)=[O:11])[C:6]=1[CH3:7]. The catalyst class is: 18. (2) Reactant: CC1(C)C(C)(C)OB([C:9]2[CH:15]=[CH:14][C:12]([NH2:13])=[CH:11][CH:10]=2)O1.I[C:18]1[CH:23]=[CH:22][C:21]([CH2:24][CH2:25][CH2:26][C:27]([O:29][CH3:30])=[O:28])=[CH:20][CH:19]=1.C(Cl)Cl.CO. Product: [NH2:13][C:12]1[CH:11]=[CH:10][C:9]([C:18]2[CH:23]=[CH:22][C:21]([CH2:24][CH2:25][CH2:26][C:27]([O:29][CH3:30])=[O:28])=[CH:20][CH:19]=2)=[CH:15][CH:14]=1. The catalyst class is: 564. (3) Reactant: [CH2:1]([C:3]1[C:8](C=O)=[CH:7][CH:6]=[CH:5][C:4]=1[C:11]1[N:15]=[C:14]([C:16]2[CH:17]=[CH:18][C:19]([O:24][CH:25]([CH3:27])[CH3:26])=[C:20]([CH:23]=2)[C:21]#[N:22])[S:13][N:12]=1)[CH3:2].[CH3:28][NH:29][CH2:30][C:31]([OH:33])=[O:32].[C:34](O)(=O)C.C(O[BH-](OC(=O)C)OC(=O)C)(=O)C.[Na+]. Product: [C:21]([C:20]1[CH:23]=[C:16]([C:14]2[S:13][N:12]=[C:11]([C:4]3[C:3]([CH2:1][CH3:2])=[C:8]([CH2:28][N:29]([CH3:34])[CH2:30][C:31]([OH:33])=[O:32])[CH:7]=[CH:6][CH:5]=3)[N:15]=2)[CH:17]=[CH:18][C:19]=1[O:24][CH:25]([CH3:26])[CH3:27])#[N:22]. The catalyst class is: 98. (4) Reactant: Cl[C:2]([O:4][C:5]1[CH:10]=[CH:9][CH:8]=[CH:7][CH:6]=1)=[O:3].C(N(CC)CC)C.[CH2:18]([NH2:23])[CH2:19][CH:20]([CH3:22])[CH3:21]. Product: [CH3:21][CH:20]([CH3:22])[CH2:19][CH2:18][NH:23][C:2](=[O:3])[O:4][C:5]1[CH:10]=[CH:9][CH:8]=[CH:7][CH:6]=1. The catalyst class is: 7. (5) Reactant: [OH:1][C:2]1[C:7]([CH3:8])=[CH:6][C:5]([C:9](=[O:11])[CH3:10])=[C:4]([O:12][CH3:13])[CH:3]=1.[CH2:14]([O:16][C:17](=[O:22])[C:18](Br)([CH3:20])[CH3:19])[CH3:15].C(=O)([O-])[O-].[Cs+].[Cs+].[I-].[K+].Cl.[Cl-].[Na+].O.O. Product: [CH2:14]([O:16][C:17](=[O:22])[C:18]([O:1][C:2]1[CH:3]=[C:4]([O:12][CH3:13])[C:5]([C:9](=[O:11])[CH3:10])=[CH:6][C:7]=1[CH3:8])([CH3:20])[CH3:19])[CH3:15]. The catalyst class is: 10. (6) Reactant: [CH:1]([NH:4][C:5]1[C:10]([C:11]([OH:13])=O)=[CH:9][N:8]=[C:7]([NH:14][C:15]2[CH:20]=[CH:19][N:18]3[N:21]=[CH:22][CH:23]=[C:17]3[N:16]=2)[CH:6]=1)([CH3:3])[CH3:2].C1CN([P+](ON2N=NC3C=CC=CC2=3)(N2CCCC2)N2CCCC2)CC1.F[P-](F)(F)(F)(F)F.CCN(C(C)C)C(C)C.[C:66]12([NH2:75])[CH2:73][CH2:72][C:69]([NH2:74])([CH2:70][CH2:71]1)[CH2:68][CH2:67]2. Product: [NH2:74][C:69]12[CH2:72][CH2:73][C:66]([NH:75][C:11](=[O:13])[C:10]3[C:5]([NH:4][CH:1]([CH3:2])[CH3:3])=[CH:6][C:7]([NH:14][C:15]4[CH:20]=[CH:19][N:18]5[N:21]=[CH:22][CH:23]=[C:17]5[N:16]=4)=[N:8][CH:9]=3)([CH2:71][CH2:70]1)[CH2:67][CH2:68]2. The catalyst class is: 3. (7) Reactant: [Cl:1][C:2]1[CH:3]=[C:4]([OH:9])[CH:5]=[CH:6][C:7]=1[Cl:8].Br[CH2:11][C:12]1[CH:22]=[CH:21][C:15]([C:16]([O:18][CH2:19][CH3:20])=[O:17])=[CH:14][CH:13]=1.C(=O)([O-])[O-].[K+].[K+]. Product: [Cl:1][C:2]1[CH:3]=[C:4]([CH:5]=[CH:6][C:7]=1[Cl:8])[O:9][CH2:11][C:12]1[CH:22]=[CH:21][C:15]([C:16]([O:18][CH2:19][CH3:20])=[O:17])=[CH:14][CH:13]=1. The catalyst class is: 42.